Dataset: Full USPTO retrosynthesis dataset with 1.9M reactions from patents (1976-2016). Task: Predict the reactants needed to synthesize the given product. (1) Given the product [Cl:1][C:2]1[CH:7]=[C:6]([N+:8]([O-:10])=[O:9])[CH:5]=[CH:4][C:3]=1[C:11]1[O:36][C:16]2[C:15]([C:13](=[O:14])[CH:12]=1)=[C:20]([O:21][CH3:22])[CH:19]=[C:18]([O:23][CH3:24])[C:17]=2[C@@H:25]1[CH2:29][CH2:28][N:27]([CH3:30])[C@H:26]1[CH2:31][OH:32], predict the reactants needed to synthesize it. The reactants are: [Cl:1][C:2]1[CH:7]=[C:6]([N+:8]([O-:10])=[O:9])[CH:5]=[CH:4][C:3]=1[C:11](=O)[CH2:12][C:13]([C:15]1[C:16]([OH:36])=[C:17]([CH:25]2[CH2:29][CH2:28][N:27]([CH3:30])[CH:26]2[CH2:31][O:32]C(=O)C)[C:18]([O:23][CH3:24])=[CH:19][C:20]=1[O:21][CH3:22])=[O:14].C([O-])(O)=O.[Na+]. (2) Given the product [Cl:20][C:4]1[CH:3]=[C:2]([NH:1][C:37]2[C:38]3[N:30]([CH2:29][CH2:28][NH:27][C:26](=[O:25])[CH2:48][S:49]([CH3:52])(=[O:51])=[O:50])[CH:31]=[CH:32][C:33]=3[N:34]=[CH:35][N:36]=2)[CH:19]=[CH:18][C:5]=1[O:6][C:7]1[CH:17]=[CH:16][CH:15]=[C:9]([N:10]([CH2:13][CH3:14])[CH2:11][CH3:12])[CH:8]=1, predict the reactants needed to synthesize it. The reactants are: [NH2:1][C:2]1[CH:19]=[CH:18][C:5]([O:6][C:7]2[CH:8]=[C:9]([CH:15]=[CH:16][CH:17]=2)[N:10]([CH2:13][CH3:14])[CH2:11][CH3:12])=[C:4]([Cl:20])[CH:3]=1.C([O:25][C:26](=O)[NH:27][CH2:28][CH2:29][N:30]1[C:38]2[C:37](Cl)=[N:36][CH:35]=[N:34][C:33]=2[CH:32]=[CH:31]1)(C)(C)C.Cl.C(OCC)(=O)C.[CH3:48][S:49]([CH2:52]C(O)=O)(=[O:51])=[O:50].Cl.C(N=C=NCCCN(C)C)C.ON1C2C=CC=CC=2N=N1. (3) Given the product [CH:10]1([NH:9][C:7](=[O:8])[CH:6]([N:5]([C:3](=[O:4])[CH2:2][NH:1][C:38]([NH:37][CH2:40][CH:41]([O:44][CH3:45])[O:42][CH3:43])=[O:39])[C:23]2[CH:28]=[CH:27][CH:26]=[C:25]([F:29])[CH:24]=2)[C:16]2[CH:21]=[CH:20][CH:19]=[CH:18][C:17]=2[CH3:22])[CH2:15][CH2:14][CH2:13][CH2:12][CH2:11]1, predict the reactants needed to synthesize it. The reactants are: [NH2:1][CH2:2][C:3]([N:5]([C:23]1[CH:28]=[CH:27][CH:26]=[C:25]([F:29])[CH:24]=1)[CH:6]([C:16]1[CH:21]=[CH:20][CH:19]=[CH:18][C:17]=1[CH3:22])[C:7]([NH:9][CH:10]1[CH2:15][CH2:14][CH2:13][CH2:12][CH2:11]1)=[O:8])=[O:4].CCN(CC)CC.[N:37]([CH2:40][CH:41]([O:44][CH3:45])[O:42][CH3:43])=[C:38]=[O:39]. (4) Given the product [CH2:32]([N:33]1[CH2:45][C:44]2[NH:12][C:11]3[CH:10]=[C:9]([F:13])[CH:8]=[C:3]4[C:4](=[O:6])[NH:47][N:48]=[C:35]([C:36]=2[C:2]=34)[CH2:34]1)[CH2:16][CH2:15][CH3:20], predict the reactants needed to synthesize it. The reactants are: Br[C:2]1[C:11]([NH2:12])=[CH:10][C:9]([F:13])=[CH:8][C:3]=1[C:4]([O:6]C)=O.O=[C:15]1[CH2:20]C(=O)CN(C(OCC2C=CC=CC=2)=O)[CH2:16]1.[CH3:32][N:33]1[CH2:45][C:44]2NC3C=CC=C4C(=O)[NH:47][N:48]=[C:35]([C:36]=2C=34)[CH2:34]1.